From a dataset of Forward reaction prediction with 1.9M reactions from USPTO patents (1976-2016). Predict the product of the given reaction. (1) Given the reactants [CH:1](=O)[CH2:2][CH2:3][CH2:4][CH2:5][CH3:6].[NH2:8][C:9]1[CH:17]=[CH:16][C:12]([C:13]([OH:15])=[O:14])=[CH:11][N:10]=1, predict the reaction product. The product is: [CH2:3]([C:2]1[N:10]2[CH:11]=[C:12]([C:13]([OH:15])=[O:14])[CH:16]=[CH:17][C:9]2=[N:8][CH:1]=1)[CH2:4][CH2:5][CH3:6]. (2) Given the reactants [CH3:1][CH2:2][CH2:3][CH2:4][CH2:5][C:6]1[CH:7]=[C:8]([OH:23])[C:9]2[C@@H:15]3[CH:16]=[C:17]([CH3:20])[CH2:18][CH2:19][C@H:14]3[C:13]([CH3:22])([CH3:21])[O:12][C:10]=2[CH:11]=1.[N+](C1C=CC=CC=1S[NH:34][CH2:35][C:36]([O-:38])=[O:37])([O-])=O, predict the reaction product. The product is: [CH3:1][CH2:2][CH2:3][CH2:4][CH2:5][C:6]1[CH:7]=[C:8]([OH:23])[C:9]2[C@@H:15]3[CH:16]=[C:17]([CH3:20])[CH2:18][CH2:19][C@H:14]3[C:13]([CH3:22])([CH3:21])[O:12][C:10]=2[CH:11]=1.[NH2:34][CH2:35][C:36]([O-:38])=[O:37]. (3) The product is: [Br:1][C:2]1[CH:10]=[CH:9][C:5]([CH2:6][OH:7])=[CH:4][C:3]=1[N+:11]([O-:13])=[O:12]. Given the reactants [Br:1][C:2]1[CH:10]=[CH:9][C:5]([C:6](O)=[O:7])=[CH:4][C:3]=1[N+:11]([O-:13])=[O:12].B.CSC, predict the reaction product. (4) Given the reactants [C:1]([O:5][C:6]([NH:8][C@@H:9]([CH2:29][C:30]1[CH:31]=[N:32][C:33]([C:36]([F:39])([F:38])[F:37])=[CH:34][CH:35]=1)[CH2:10][CH2:11][C:12]([NH:14][NH:15][C:16]([C:18]1[CH:19]=[C:20]2[C:25](=[CH:26][CH:27]=1)[CH:24]=[N:23][C:22]([F:28])=[CH:21]2)=O)=O)=[O:7])([CH3:4])([CH3:3])[CH3:2].COC1C=CC(P2(SP(C3C=CC(OC)=CC=3)(=S)S2)=[S:49])=CC=1, predict the reaction product. The product is: [F:28][C:22]1[N:23]=[CH:24][C:25]2[C:20]([CH:21]=1)=[CH:19][C:18]([C:16]1[S:49][C:12]([CH2:11][CH2:10][C@@H:9]([NH:8][C:6](=[O:7])[O:5][C:1]([CH3:4])([CH3:3])[CH3:2])[CH2:29][C:30]3[CH:31]=[N:32][C:33]([C:36]([F:39])([F:38])[F:37])=[CH:34][CH:35]=3)=[N:14][N:15]=1)=[CH:27][CH:26]=2. (5) Given the reactants [NH2:1][CH2:2][C@@H:3]1[O:7][C:6](=[O:8])[N:5]([C:9]2[CH:14]=[C:13]([F:15])[C:12]([N:16]3[CH2:21][CH2:20][CH:19]([N:22]4[N:26]=[N:25][CH:24]=[N:23]4)[CH2:18][CH2:17]3)=[C:11]([F:27])[CH:10]=2)[CH2:4]1.C(N(CC)CC)C.Cl[C:36]([O:38][CH3:39])=[O:37], predict the reaction product. The product is: [CH3:39][O:38][C:36](=[O:37])[NH:1][CH2:2][C@@H:3]1[O:7][C:6](=[O:8])[N:5]([C:9]2[CH:14]=[C:13]([F:15])[C:12]([N:16]3[CH2:21][CH2:20][CH:19]([N:22]4[N:26]=[N:25][CH:24]=[N:23]4)[CH2:18][CH2:17]3)=[C:11]([F:27])[CH:10]=2)[CH2:4]1. (6) Given the reactants [C:1]1([CH2:7][CH2:8][C:9]2[CH:25]=[CH:24][C:12]([CH2:13][O:14][C:15]3[CH:20]=[CH:19][CH:18]=[CH:17][C:16]=3[CH2:21][CH2:22][NH2:23])=[CH:11][CH:10]=2)[CH:6]=[CH:5][CH:4]=[CH:3][CH:2]=1.[CH:26]([C:28]1[CH:40]=[CH:39][C:31]([C:32]([O:34][C:35]([CH3:38])([CH3:37])[CH3:36])=[O:33])=[CH:30][CH:29]=1)=O, predict the reaction product. The product is: [C:1]1([CH2:7][CH2:8][C:9]2[CH:10]=[CH:11][C:12]([CH2:13][O:14][C:15]3[CH:20]=[CH:19][CH:18]=[CH:17][C:16]=3[CH2:21][CH2:22][NH:23][CH2:26][C:28]3[CH:40]=[CH:39][C:31]([C:32]([O:34][C:35]([CH3:36])([CH3:38])[CH3:37])=[O:33])=[CH:30][CH:29]=3)=[CH:24][CH:25]=2)[CH:2]=[CH:3][CH:4]=[CH:5][CH:6]=1. (7) Given the reactants [CH2:1]([N:8]([CH2:15][CH2:16][CH2:17][N:18]1[CH2:24][C:23](=[O:25])[C:22]([CH:27]2[CH2:30][CH2:29][CH2:28]2)([OH:26])[C:21]2[CH:31]=[CH:32][CH:33]=[CH:34][C:20]=2[CH2:19]1)C(=O)C(F)(F)F)[C:2]1[CH:7]=[CH:6][CH:5]=[CH:4][CH:3]=1.C([O-])([O-])=O.[K+].[K+], predict the reaction product. The product is: [CH2:1]([NH:8][CH2:15][CH2:16][CH2:17][N:18]1[CH2:24][C:23](=[O:25])[C:22]([CH:27]2[CH2:30][CH2:29][CH2:28]2)([OH:26])[C:21]2[CH:31]=[CH:32][CH:33]=[CH:34][C:20]=2[CH2:19]1)[C:2]1[CH:7]=[CH:6][CH:5]=[CH:4][CH:3]=1. (8) Given the reactants [CH2:1](O)[CH:2]=[CH2:3].O[O:6][S:7]([O-:9])=O.[K+].[CH3:11][C:12]([CH3:14])=O, predict the reaction product. The product is: [CH2:1]([S:7]([CH2:14][CH:12]=[CH2:11])(=[O:9])=[O:6])[CH:2]=[CH2:3]. (9) The product is: [Br:1][C:2]1[CH:3]=[C:4]([N:5]2[CH2:14][CH2:13][O:12][CH2:11][CH2:10]2)[CH:6]=[CH:7][CH:8]=1. Given the reactants [Br:1][C:2]1[CH:3]=[C:4]([CH:6]=[CH:7][CH:8]=1)[NH2:5].Br[CH2:10][CH2:11][O:12][CH2:13][CH2:14]Br.C(N(C(C)C)CC)(C)C.O, predict the reaction product. (10) Given the reactants [Cl:1][C:2]1[C:7]([C:8]([F:11])([F:10])[F:9])=[CH:6][CH:5]=[CH:4][C:3]=1[CH2:12][NH:13][C:14](=[O:26])[C@@H:15]1[CH2:19][CH2:18][C:17](=[O:20])[N:16]1[CH2:21][C:22](C)([CH3:24])[CH3:23].O=[C:28]1N(CC2C=CC=CC=2)[C@H](C(O)=O)[CH2:30][CH2:29]1, predict the reaction product. The product is: [Cl:1][C:2]1[C:7]([C:8]([F:11])([F:9])[F:10])=[CH:6][CH:5]=[CH:4][C:3]=1[CH2:12][NH:13][C:14](=[O:26])[C@H:15]1[CH2:19][CH2:18][C:17](=[O:20])[N:16]1[CH2:21][C:22]1[CH:23]=[CH:30][CH:29]=[CH:28][CH:24]=1.